The task is: Regression. Given two drug SMILES strings and cell line genomic features, predict the synergy score measuring deviation from expected non-interaction effect.. This data is from NCI-60 drug combinations with 297,098 pairs across 59 cell lines. Cell line: NCI/ADR-RES. Synergy scores: CSS=23.9, Synergy_ZIP=-0.0789, Synergy_Bliss=0.661, Synergy_Loewe=-20.9, Synergy_HSA=1.04. Drug 1: CS(=O)(=O)C1=CC(=C(C=C1)C(=O)NC2=CC(=C(C=C2)Cl)C3=CC=CC=N3)Cl. Drug 2: CC12CCC3C(C1CCC2=O)CC(=C)C4=CC(=O)C=CC34C.